This data is from Full USPTO retrosynthesis dataset with 1.9M reactions from patents (1976-2016). The task is: Predict the reactants needed to synthesize the given product. (1) Given the product [F:18][C:19]([F:30])([F:29])[C:20]([C:11]1[N:10]=[C:9]([CH2:8][CH2:7][N:1]2[CH2:2][CH2:3][O:4][CH2:5][CH2:6]2)[N:13]2[CH:14]=[CH:15][CH:16]=[CH:17][C:12]=12)=[O:21], predict the reactants needed to synthesize it. The reactants are: [N:1]1([CH2:7][CH2:8][C:9]2[N:13]3[CH:14]=[CH:15][CH:16]=[CH:17][C:12]3=[CH:11][N:10]=2)[CH2:6][CH2:5][O:4][CH2:3][CH2:2]1.[F:18][C:19]([F:30])([F:29])[C:20](O[C:20](=[O:21])[C:19]([F:30])([F:29])[F:18])=[O:21].C(=O)([O-])[O-].[K+].[K+]. (2) Given the product [C:10]([O:14][C:15](=[O:22])[NH:16][CH2:17][CH2:18][C:19](=[S:21])[N:20]=[C:3]([N:5]([CH3:7])[CH3:6])[CH3:4])([CH3:13])([CH3:11])[CH3:12], predict the reactants needed to synthesize it. The reactants are: CO[C:3](OC)([N:5]([CH3:7])[CH3:6])[CH3:4].[C:10]([O:14][C:15](=[O:22])[NH:16][CH2:17][CH2:18][C:19](=[S:21])[NH2:20])([CH3:13])([CH3:12])[CH3:11]. (3) The reactants are: [NH2:1][CH:2]([C:7]1[CH:12]=[CH:11][C:10]([O:13][CH3:14])=[C:9]([O:15][CH2:16][CH3:17])[CH:8]=1)[CH2:3][C:4]([OH:6])=[O:5].[CH:18]1[C:27]2[C:22](=[CH:23][CH:24]=[CH:25][CH:26]=2)[CH:21]=[C:20]2[C:28]([O:30][C:31](=O)[C:19]=12)=[O:29]. Given the product [CH2:16]([O:15][C:9]1[CH:8]=[C:7]([CH:2]([N:1]2[C:31](=[O:30])[C:19]3[CH:18]=[C:27]4[CH:26]=[CH:25][CH:24]=[CH:23][C:22]4=[CH:21][C:20]=3[C:28]2=[O:29])[CH2:3][C:4]([OH:6])=[O:5])[CH:12]=[CH:11][C:10]=1[O:13][CH3:14])[CH3:17], predict the reactants needed to synthesize it. (4) Given the product [CH3:9][O:10][C:11](=[O:14])[CH2:12][NH:13][C:21]([C:18]1[CH:19]=[CH:20][C:15]([C:24]2[CH:25]=[CH:26][CH:27]=[CH:28][CH:29]=2)=[CH:16][CH:17]=1)=[O:22], predict the reactants needed to synthesize it. The reactants are: C(N(CC)CC)C.Cl.[CH3:9][O:10][C:11](=[O:14])[CH2:12][NH2:13].[C:15]1([C:24]2[CH:29]=[CH:28][CH:27]=[CH:26][CH:25]=2)[CH:20]=[CH:19][C:18]([C:21](Cl)=[O:22])=[CH:17][CH:16]=1.O. (5) Given the product [NH2:8][C:5]1[N:6]=[CH:7][C:2]([C:22]2[CH:30]=[CH:29][C:25]([C:26]([OH:28])=[O:27])=[CH:24][CH:23]=2)=[N:3][C:4]=1[C:9]1[NH:13][C:12]2[CH:14]=[C:15]([CH3:18])[CH:16]=[CH:17][C:11]=2[N:10]=1, predict the reactants needed to synthesize it. The reactants are: Br[C:2]1[N:3]=[C:4]([C:9]2[NH:13][C:12]3[CH:14]=[C:15]([CH3:18])[CH:16]=[CH:17][C:11]=3[N:10]=2)[C:5]([NH2:8])=[N:6][CH:7]=1.B([C:22]1[CH:30]=[CH:29][C:25]([C:26]([OH:28])=[O:27])=[CH:24][CH:23]=1)(O)O.C([O-])([O-])=O.[Na+].[Na+].N#N. (6) Given the product [ClH:53].[C:1]1([N:7]2[CH:11]=[CH:10][C:9]([C:12]([N:31]3[CH2:32][CH2:33][NH:28][CH2:29][C@H:30]3[CH2:34][CH2:35][C:36]3[CH:41]=[CH:40][CH:39]=[CH:38][CH:37]=3)=[O:14])=[C:8]2[C:15]2[CH:20]=[CH:19][CH:18]=[CH:17][CH:16]=2)[CH:6]=[CH:5][CH:4]=[CH:3][CH:2]=1, predict the reactants needed to synthesize it. The reactants are: [C:1]1([N:7]2[CH:11]=[CH:10][C:9]([C:12]([OH:14])=O)=[C:8]2[C:15]2[CH:20]=[CH:19][CH:18]=[CH:17][CH:16]=2)[CH:6]=[CH:5][CH:4]=[CH:3][CH:2]=1.C([N:28]1[CH2:33][CH2:32][NH:31][C@H:30]([CH2:34][CH2:35][C:36]2[CH:41]=[CH:40][CH:39]=[CH:38][CH:37]=2)[CH2:29]1)C1C=CC=CC=1.CCN=C=NCCCN(C)C.[ClH:53].C1C=CC2N(O)N=NC=2C=1.C(=O)(O)[O-].[Na+].